From a dataset of Full USPTO retrosynthesis dataset with 1.9M reactions from patents (1976-2016). Predict the reactants needed to synthesize the given product. (1) Given the product [Cl:1][C:2]1[CH:3]=[C:4]([NH:9][C:10]2[C:19]3[C:14](=[CH:15][C:16]([O:21][CH3:22])=[C:17]([O:20][CH2:24][CH2:25][NH:45][CH2:44][C:43]([OH:42])([CH3:47])[CH3:46])[CH:18]=3)[N:13]=[CH:12][N:11]=2)[CH:5]=[CH:6][C:7]=1[F:8], predict the reactants needed to synthesize it. The reactants are: [Cl:1][C:2]1[CH:3]=[C:4]([NH:9][C:10]2[C:19]3[C:14](=[CH:15][C:16]([O:21][CH3:22])=[C:17]([OH:20])[CH:18]=3)[N:13]=[CH:12][N:11]=2)[CH:5]=[CH:6][C:7]=1[F:8].Cl[CH2:24][CH2:25]OS(C1C=CC=CC=1)(=O)=O.C(=O)([O-])[O-].[K+].[K+].[OH:42][C:43]([CH3:47])([CH3:46])[CH2:44][NH2:45].C(=O)([O-])[O-].[Na+].[Na+]. (2) The reactants are: [CH3:1][C:2]1([CH3:18])[CH2:11][CH2:10][C:9]2[C:8](=[O:12])[C:7](=[O:13])[C:6]3[CH:14]=[CH:15][CH:16]=[CH:17][C:5]=3[C:4]=2[O:3]1.[O-]S(S([O-])=O)=O.[Na+].[Na+].[C:27]([O:31][C:32]([NH:34][CH2:35][C:36]([OH:38])=O)=[O:33])([CH3:30])([CH3:29])[CH3:28].C(N([CH2:44][CH3:45])CC)C.CN(C([O:53]N1N=NC2C=CC=CC1=2)=[N+](C)C)C.F[P-](F)(F)(F)(F)F. Given the product [C:27]([O:31][C:32]([NH:34][CH2:35][C:36]([O:13][C:7]1[C:8]([O:12][C:44](=[O:53])[CH3:45])=[C:9]2[C:4](=[C:5]3[CH:17]=[CH:16][CH:15]=[CH:14][C:6]=13)[O:3][C:2]([CH3:18])([CH3:1])[CH2:11][CH2:10]2)=[O:38])=[O:33])([CH3:28])([CH3:29])[CH3:30], predict the reactants needed to synthesize it. (3) Given the product [Si:40]([O:39][C@H:38]([C:47]1[CH:56]=[CH:55][C:54]([OH:57])=[C:53]2[C:48]=1[CH:49]=[CH:50][C:51](=[O:58])[NH:52]2)[CH2:37][NH:36][CH2:75][C:74]1([OH:76])[CH2:77][CH2:78][N:71]([CH2:70][CH2:69][O:68][CH2:67][CH2:66][C:62]2[CH:63]=[CH:64][CH:65]=[C:60]([Cl:59])[CH:61]=2)[CH2:72][CH2:73]1)([C:43]([CH3:46])([CH3:45])[CH3:44])([CH3:42])[CH3:41], predict the reactants needed to synthesize it. The reactants are: OC1C=CC([C@@H](O)CNCC2(O)CCN(CCOCCC3C=CC=CC=3)CC2)=C2C=1NC(=O)C=C2.[NH2:36][CH2:37][C@@H:38]([C:47]1[CH:56]=[CH:55][C:54]([OH:57])=[C:53]2[C:48]=1[CH:49]=[CH:50][C:51](=[O:58])[NH:52]2)[O:39][Si:40]([C:43]([CH3:46])([CH3:45])[CH3:44])([CH3:42])[CH3:41].[Cl:59][C:60]1[CH:61]=[C:62]([CH2:66][CH2:67][O:68][CH2:69][CH2:70][N:71]2[CH2:78][CH2:77][C:74]3([O:76][CH2:75]3)[CH2:73][CH2:72]2)[CH:63]=[CH:64][CH:65]=1. (4) Given the product [C:27]([C:20]1[CH:21]=[CH:22][C:23]([O:1][CH2:2][C:3]2[CH:4]=[CH:5][C:6]([S:9][C:10]3[CH:11]=[N:12][CH:13]=[C:14]([CH:17]=3)[C:15]#[N:16])=[CH:7][CH:8]=2)=[C:24]([CH3:25])[C:19]=1[OH:18])(=[O:29])[CH3:28], predict the reactants needed to synthesize it. The reactants are: [OH:1][CH2:2][C:3]1[CH:8]=[CH:7][C:6]([S:9][C:10]2[CH:11]=[N:12][CH:13]=[C:14]([CH:17]=2)[C:15]#[N:16])=[CH:5][CH:4]=1.[OH:18][C:19]1[C:24]([CH3:25])=[C:23](O)[CH:22]=[CH:21][C:20]=1[C:27](=[O:29])[CH3:28].